The task is: Predict the reaction yield, written as a fraction of the theoretical maximum amount of product (1.0 means a 100% yield; for example, 0.34 means a 34% yield).. This data is from Reaction yield outcomes from USPTO patents with 853,638 reactions. (1) The reactants are [OH:1][CH2:2][C:3]1[CH:16]=[CH:15][C:14]2[O:13][C:12]3[C:7]4=[C:8]([C:17](=[O:20])[NH:18][N:19]=[C:6]4[C:5]=2[CH:4]=1)[CH:9]=[CH:10][CH:11]=3.[CH2:21]([O:28][P:29]([CH2:39][CH2:40]C(O)=O)([O:31][CH2:32][C:33]1[CH:38]=[CH:37][CH:36]=[CH:35][CH:34]=1)=[O:30])[C:22]1[CH:27]=[CH:26][CH:25]=[CH:24][CH:23]=1.C(Cl)CCl. The catalyst is CN(C=O)C.CN(C1C=CN=CC=1)C. The product is [CH2:32]([O:31][P:29]([CH2:39][CH2:40][O:1][CH2:2][C:3]1[CH:16]=[CH:15][C:14]2[O:13][C:12]3[C:7]4=[C:8]([C:17](=[O:20])[NH:18][N:19]=[C:6]4[C:5]=2[CH:4]=1)[CH:9]=[CH:10][CH:11]=3)(=[O:30])[O:28][CH2:21][C:22]1[CH:23]=[CH:24][CH:25]=[CH:26][CH:27]=1)[C:33]1[CH:34]=[CH:35][CH:36]=[CH:37][CH:38]=1. The yield is 0.400. (2) The reactants are Cl.[CH2:2]([O:4][C:5](=[O:10])[C@H:6]([CH3:9])[NH:7][CH3:8])[CH3:3].[H-].[Na+].[C:13]([S:16][CH2:17][CH2:18][C:19](Cl)=[O:20])(=[O:15])[CH3:14].C(=O)(O)[O-].[Na+]. The catalyst is O1CCCC1. The product is [CH2:2]([O:4][C:5](=[O:10])[CH:6]([N:7]([C:19](=[O:20])[CH2:18][CH2:17][S:16][C:13](=[O:15])[CH3:14])[CH3:8])[CH3:9])[CH3:3]. The yield is 0.750.